From a dataset of Full USPTO retrosynthesis dataset with 1.9M reactions from patents (1976-2016). Predict the reactants needed to synthesize the given product. (1) Given the product [NH2:23][C:20]1[CH:21]=[CH:22][C:17]([C:15]([N:12]2[CH2:11][CH2:10][CH:9]([NH:8][C:5]3[N:4]=[C:3]([C:27]4[C:35]5[C:30](=[CH:31][CH:32]=[CH:33][CH:34]=5)[N:29]([S:36]([C:39]5[CH:40]=[CH:41][CH:42]=[CH:43][CH:44]=5)(=[O:37])=[O:38])[CH:28]=4)[C:2]([Cl:1])=[CH:7][N:6]=3)[CH2:14][CH2:13]2)=[O:16])=[C:18]([F:26])[CH:19]=1, predict the reactants needed to synthesize it. The reactants are: [Cl:1][C:2]1[C:3]([C:27]2[C:35]3[C:30](=[CH:31][CH:32]=[CH:33][CH:34]=3)[N:29]([S:36]([C:39]3[CH:44]=[CH:43][CH:42]=[CH:41][CH:40]=3)(=[O:38])=[O:37])[CH:28]=2)=[N:4][C:5]([NH:8][CH:9]2[CH2:14][CH2:13][N:12]([C:15]([C:17]3[CH:22]=[CH:21][C:20]([N+:23]([O-])=O)=[CH:19][C:18]=3[F:26])=[O:16])[CH2:11][CH2:10]2)=[N:6][CH:7]=1.O.O.[Sn](Cl)Cl.C([O-])(O)=O.[Na+]. (2) The reactants are: [Cl:1][C:2]1[C:7]([CH2:8][C:9](OCC)=[O:10])=[C:6]([NH:14]CC2C=CC(OC)=CC=2OC)[N:5]=[C:4]([S:26][CH2:27][C:28]2[CH:33]=[CH:32][CH:31]=[C:30]([F:34])[C:29]=2[F:35])[N:3]=1.C1(C)C=CC(S(O)(=O)=O)=CC=1. Given the product [Cl:1][C:2]1[C:7]2[CH2:8][C:9](=[O:10])[NH:14][C:6]=2[N:5]=[C:4]([S:26][CH2:27][C:28]2[CH:33]=[CH:32][CH:31]=[C:30]([F:34])[C:29]=2[F:35])[N:3]=1, predict the reactants needed to synthesize it. (3) Given the product [CH2:16]([O:10][CH:7]([CH2:8][O:9][CH2:16][CH2:17][CH2:18][CH2:19][CH2:20][CH2:21][CH2:22][CH2:23]/[CH:24]=[CH:25]\[CH2:26]/[CH:27]=[CH:28]\[CH2:29][CH2:30][CH2:31][CH2:32][CH3:33])[CH2:6][N:1]1[CH2:5][CH2:4][CH2:3][CH2:2]1)[CH2:17][CH2:18][CH2:19][CH2:20][CH2:21][CH2:22][CH2:23]/[CH:24]=[CH:25]\[CH2:26]/[CH:27]=[CH:28]\[CH2:29][CH2:30][CH2:31][CH2:32][CH3:33], predict the reactants needed to synthesize it. The reactants are: [N:1]1([CH2:6][CH:7]([OH:10])[CH2:8][OH:9])[CH2:5][CH2:4][CH2:3][CH2:2]1.CS(O[CH2:16][CH2:17][CH2:18][CH2:19][CH2:20][CH2:21][CH2:22][CH2:23]/[CH:24]=[CH:25]\[CH2:26]/[CH:27]=[CH:28]\[CH2:29][CH2:30][CH2:31][CH2:32][CH3:33])(=O)=O.[H-].[Na+]. (4) Given the product [CH2:1]([O:5][CH2:6][CH2:7][O:8][C:9]1[CH:10]=[CH:11][C:12]([C:15]2[CH:16]=[C:17](/[CH:27]=[C:28](\[CH3:48])/[C:29]([NH:31][C:32]3[CH:37]=[CH:36][C:35]([S:38]([CH2:39][C:40]4[N:44]([CH2:45][CH2:46][CH3:47])[CH:43]=[N:42][N:41]=4)=[O:57])=[CH:34][CH:33]=3)=[O:30])[C:18]([N:21]3[CH2:25][CH2:24][CH:23]([CH3:26])[CH2:22]3)=[N:19][CH:20]=2)=[CH:13][CH:14]=1)[CH2:2][CH2:3][CH3:4], predict the reactants needed to synthesize it. The reactants are: [CH2:1]([O:5][CH2:6][CH2:7][O:8][C:9]1[CH:14]=[CH:13][C:12]([C:15]2[CH:16]=[C:17](/[CH:27]=[C:28](\[CH3:48])/[C:29]([NH:31][C:32]3[CH:37]=[CH:36][C:35]([S:38][CH2:39][C:40]4[N:44]([CH2:45][CH2:46][CH3:47])[CH:43]=[N:42][N:41]=4)=[CH:34][CH:33]=3)=[O:30])[C:18]([N:21]3[CH2:25][CH2:24][CH:23]([CH3:26])[CH2:22]3)=[N:19][CH:20]=2)=[CH:11][CH:10]=1)[CH2:2][CH2:3][CH3:4].ClC1C=CC=C(C(OO)=[O:57])C=1. (5) Given the product [Cl:23][C:24]1[C:25]([O:47][CH3:48])=[CH:26][C:27]([O:45][CH3:46])=[C:28]([CH2:30][CH2:31][C:32]2([CH:40]3[CH2:44][CH2:43][CH2:42][CH2:41]3)[O:37][C:36](=[O:38])[C:35]([CH2:2][C:3]3[N:4]=[C:5]4[S:12][CH:11]=[C:10]([CH3:13])[N:6]4[C:7](=[O:9])[CH:8]=3)=[C:34]([OH:39])[CH2:33]2)[CH:29]=1, predict the reactants needed to synthesize it. The reactants are: Cl[CH2:2][C:3]1[N:4]=[C:5]2[S:12][CH:11]=[C:10]([CH3:13])[N:6]2[C:7](=[O:9])[CH:8]=1.ClCC1N(C)N=C(C)N=1.[Cl:23][C:24]1[C:25]([O:47][CH3:48])=[CH:26][C:27]([O:45][CH3:46])=[C:28]([CH2:30][CH2:31][C:32]2([CH:40]3[CH2:44][CH2:43][CH2:42][CH2:41]3)[O:37][C:36](=[O:38])[CH2:35][C:34](=[O:39])[CH2:33]2)[CH:29]=1. (6) Given the product [Br:17][CH2:8][C:7]1[CH:6]=[CH:5][C:4]([C:9]2[C:10]([C:15]#[N:16])=[CH:11][CH:12]=[CH:13][CH:14]=2)=[CH:3][C:2]=1[F:1], predict the reactants needed to synthesize it. The reactants are: [F:1][C:2]1[CH:3]=[C:4]([C:9]2[C:10]([C:15]#[N:16])=[CH:11][CH:12]=[CH:13][CH:14]=2)[CH:5]=[CH:6][C:7]=1[CH3:8].[Br:17]N1C(=O)CCC1=O.C1(C(F)(F)F)C=CC=CC=1.N(C(C)(C)C#N)=NC(C)(C)C#N. (7) Given the product [C:4]([O-:9])(=[O:8])[C:5]([CH3:7])=[O:6].[C@@H:10]1([N:19]2[C:28]3[N:27]=[CH:26][N:25]=[C:23]([OH:24])[C:22]=3[N:21]=[CH:20]2)[O:18][C@H:15]([CH2:16][OH:17])[C@@H:13]([OH:14])[C@H:11]1[OH:12].[N:29]1[C:37]([NH2:38])=[C:36]2[C:32]([N:33]=[CH:34][NH:35]2)=[N:31][CH:30]=1.[P:40]([O-:43])([O-:42])([O-:41])=[O:39].[Na+:44].[Na+:44].[Na+:44], predict the reactants needed to synthesize it. The reactants are: C1NC1.[C:4]([O-:9])(=[O:8])[C:5]([CH3:7])=[O:6].[C@@H:10]1([N:19]2[C:28]3[N:27]=[CH:26][N:25]=[C:23]([OH:24])[C:22]=3[N:21]=[CH:20]2)[O:18][C@H:15]([CH2:16][OH:17])[C@@H:13]([OH:14])[C@H:11]1[OH:12].[N:29]1[C:37]([NH2:38])=[C:36]2[C:32]([N:33]=[CH:34][NH:35]2)=[N:31][CH:30]=1.[OH:39][P:40]([O-:43])([O-:42])=[O:41].[Na+:44].[Na+].OP([O-])(O)=O.[Na+]. (8) Given the product [N:16]1([C:2]2[CH:7]=[C:6]([N:16]3[CH2:21][CH2:20][O:19][CH2:18][CH2:17]3)[CH:5]=[C:4]([N+:9]([O-:11])=[O:10])[CH:3]=2)[CH2:21][CH2:20][O:19][CH2:18][CH2:17]1, predict the reactants needed to synthesize it. The reactants are: F[C:2]1[CH:3]=[C:4]([N+:9]([O-:11])=[O:10])[CH:5]=[C:6](F)[CH:7]=1.CS(C)=O.[NH:16]1[CH2:21][CH2:20][O:19][CH2:18][CH2:17]1.